Dataset: Reaction yield outcomes from USPTO patents with 853,638 reactions. Task: Predict the reaction yield, written as a fraction of the theoretical maximum amount of product (1.0 means a 100% yield; for example, 0.34 means a 34% yield). (1) The reactants are [NH2:1][C:2]1[C:11]2[CH:10]=[CH:9][CH:8]=[C:7](Br)[C:6]=2[N:5]=[C:4]2[CH2:13][N:14]([CH:17]3[CH2:20][CH2:19][CH2:18]3)[C:15](=[O:16])[C:3]=12.CC1(C)COB([C:28]2[CH:35]=[CH:34][CH:33]=[C:32]([O:36][CH3:37])[C:29]=2[C:30]#[N:31])OC1. No catalyst specified. The product is [NH2:1][C:2]1[C:11]2[CH:10]=[CH:9][CH:8]=[C:7]([C:28]3[CH:35]=[CH:34][CH:33]=[C:32]([O:36][CH3:37])[C:29]=3[C:30]#[N:31])[C:6]=2[N:5]=[C:4]2[CH2:13][N:14]([CH:17]3[CH2:20][CH2:19][CH2:18]3)[C:15](=[O:16])[C:3]=12. The yield is 0.660. (2) The reactants are [CH3:1][O:2][C:3](=[O:14])[CH2:4][CH2:5][C:6]1[CH:11]=[CH:10][C:9]([OH:12])=[CH:8][C:7]=1[CH3:13].[C:15]([C:23]1[CH:39]=[C:38]([CH2:40][CH3:41])[CH:37]=[CH:36][C:24]=1[O:25][CH2:26][CH2:27][CH2:28][CH:29](OS(C)(=O)=O)[CH3:30])(=[O:22])[C:16]1[CH:21]=[CH:20][CH:19]=[CH:18][CH:17]=1.C(=O)([O-])[O-].[Cs+].[Cs+]. The catalyst is CN(C=O)C. The product is [CH3:1][O:2][C:3](=[O:14])[CH2:4][CH2:5][C:6]1[CH:11]=[CH:10][C:9]([O:12][CH:29]([CH3:30])[CH2:28][CH2:27][CH2:26][O:25][C:24]2[CH:36]=[CH:37][C:38]([CH2:40][CH3:41])=[CH:39][C:23]=2[C:15](=[O:22])[C:16]2[CH:17]=[CH:18][CH:19]=[CH:20][CH:21]=2)=[CH:8][C:7]=1[CH3:13]. The yield is 0.610. (3) The catalyst is CN(C=O)C.O. The yield is 0.960. The reactants are [C:1]([O-:4])([O-])=O.[K+].[K+].CI.[Br:9][C:10]1[CH:15]=[C:14]([F:16])[CH:13]=[CH:12][C:11]=1[N:17]1[C:21](=O)[NH:20][N:19]=[N:18]1.CCOC(C)=O. The product is [Br:9][C:10]1[CH:15]=[C:14]([F:16])[CH:13]=[CH:12][C:11]=1[N:17]1[C:1](=[O:4])[N:20]([CH3:21])[N:19]=[N:18]1. (4) The catalyst is C1C=CC([P]([Pd]([P](C2C=CC=CC=2)(C2C=CC=CC=2)C2C=CC=CC=2)([P](C2C=CC=CC=2)(C2C=CC=CC=2)C2C=CC=CC=2)[P](C2C=CC=CC=2)(C2C=CC=CC=2)C2C=CC=CC=2)(C2C=CC=CC=2)C2C=CC=CC=2)=CC=1.C(Cl)Cl.COCCOC. The yield is 0.222. The product is [CH:1]1([N:4]2[C:8]3[C:9]([O:22][C@@H:23]([C@H:25]4[CH2:29][NH:28][C:27](=[O:30])[CH2:26]4)[CH3:24])=[N:10][C:11]([CH:32]4[S:40][C:35]5=[CH:36][N:37]=[CH:38][CH:39]=[C:34]5[CH2:33]4)=[CH:12][C:7]=3[N:6]=[CH:5]2)[CH2:2][CH2:3]1. The reactants are [CH:1]1([N:4]2[C:8]3[C:9]([O:22][C@@H:23]([C@H:25]4[CH2:29][NH:28][C:27](=[O:30])[CH2:26]4)[CH3:24])=[N:10][C:11](B4OC(C)(C)C(C)(C)O4)=[CH:12][C:7]=3[N:6]=[CH:5]2)[CH2:3][CH2:2]1.Br[C:32]1[S:40][C:35]2=[CH:36][N:37]=[CH:38][CH:39]=[C:34]2[CH:33]=1.C([O-])([O-])=O.[Na+].[Na+].N#N.